This data is from NCI-60 drug combinations with 297,098 pairs across 59 cell lines. The task is: Regression. Given two drug SMILES strings and cell line genomic features, predict the synergy score measuring deviation from expected non-interaction effect. (1) Drug 1: CC1=CC2C(CCC3(C2CCC3(C(=O)C)OC(=O)C)C)C4(C1=CC(=O)CC4)C. Drug 2: C1=CN(C(=O)N=C1N)C2C(C(C(O2)CO)O)O.Cl. Cell line: HT29. Synergy scores: CSS=44.2, Synergy_ZIP=2.39, Synergy_Bliss=1.56, Synergy_Loewe=-43.7, Synergy_HSA=1.03. (2) Drug 1: CC1=C(C(CCC1)(C)C)C=CC(=CC=CC(=CC(=O)O)C)C. Drug 2: CC(C)(C#N)C1=CC(=CC(=C1)CN2C=NC=N2)C(C)(C)C#N. Cell line: EKVX. Synergy scores: CSS=6.28, Synergy_ZIP=-0.728, Synergy_Bliss=5.33, Synergy_Loewe=3.25, Synergy_HSA=3.82. (3) Drug 1: CC(C1=C(C=CC(=C1Cl)F)Cl)OC2=C(N=CC(=C2)C3=CN(N=C3)C4CCNCC4)N. Drug 2: C1=CC(=CC=C1CCCC(=O)O)N(CCCl)CCCl. Cell line: HS 578T. Synergy scores: CSS=9.11, Synergy_ZIP=0.880, Synergy_Bliss=-0.576, Synergy_Loewe=-5.64, Synergy_HSA=-5.52. (4) Drug 1: CCN(CC)CCNC(=O)C1=C(NC(=C1C)C=C2C3=C(C=CC(=C3)F)NC2=O)C. Drug 2: C1CCC(C(C1)N)N.C(=O)(C(=O)[O-])[O-].[Pt+4]. Cell line: M14. Synergy scores: CSS=17.9, Synergy_ZIP=-9.43, Synergy_Bliss=-10.1, Synergy_Loewe=-4.41, Synergy_HSA=-5.41. (5) Drug 1: C1=CC(=CC=C1CC(C(=O)O)N)N(CCCl)CCCl.Cl. Drug 2: CCCCCOC(=O)NC1=NC(=O)N(C=C1F)C2C(C(C(O2)C)O)O. Cell line: MCF7. Synergy scores: CSS=18.3, Synergy_ZIP=-6.90, Synergy_Bliss=2.06, Synergy_Loewe=-11.8, Synergy_HSA=1.12. (6) Drug 1: COC1=NC(=NC2=C1N=CN2C3C(C(C(O3)CO)O)O)N. Drug 2: CCCCC(=O)OCC(=O)C1(CC(C2=C(C1)C(=C3C(=C2O)C(=O)C4=C(C3=O)C=CC=C4OC)O)OC5CC(C(C(O5)C)O)NC(=O)C(F)(F)F)O. Cell line: SR. Synergy scores: CSS=85.7, Synergy_ZIP=0.226, Synergy_Bliss=1.73, Synergy_Loewe=1.04, Synergy_HSA=3.99. (7) Drug 1: C1CCN(CC1)CCOC2=CC=C(C=C2)C(=O)C3=C(SC4=C3C=CC(=C4)O)C5=CC=C(C=C5)O. Synergy scores: CSS=43.9, Synergy_ZIP=2.15, Synergy_Bliss=2.90, Synergy_Loewe=-0.564, Synergy_HSA=2.10. Drug 2: COC1=C(C=C2C(=C1)N=CN=C2NC3=CC(=C(C=C3)F)Cl)OCCCN4CCOCC4. Cell line: OVCAR3. (8) Drug 1: C1CC(=O)NC(=O)C1N2CC3=C(C2=O)C=CC=C3N. Drug 2: C1=C(C(=O)NC(=O)N1)F. Cell line: MDA-MB-435. Synergy scores: CSS=29.9, Synergy_ZIP=-0.516, Synergy_Bliss=-1.65, Synergy_Loewe=-7.08, Synergy_HSA=0.0541. (9) Drug 1: CC1=C(C=C(C=C1)NC(=O)C2=CC=C(C=C2)CN3CCN(CC3)C)NC4=NC=CC(=N4)C5=CN=CC=C5. Drug 2: C1=CC=C(C(=C1)C(C2=CC=C(C=C2)Cl)C(Cl)Cl)Cl. Cell line: SF-295. Synergy scores: CSS=-0.00550, Synergy_ZIP=3.57, Synergy_Bliss=4.84, Synergy_Loewe=0.809, Synergy_HSA=-0.118.